This data is from Peptide-MHC class I binding affinity with 185,985 pairs from IEDB/IMGT. The task is: Regression. Given a peptide amino acid sequence and an MHC pseudo amino acid sequence, predict their binding affinity value. This is MHC class I binding data. (1) The peptide sequence is HENRMVLASTT. The MHC is HLA-B44:02 with pseudo-sequence HLA-B44:02. The binding affinity (normalized) is 0.316. (2) The peptide sequence is YMGLVKKAK. The MHC is HLA-A26:01 with pseudo-sequence HLA-A26:01. The binding affinity (normalized) is 0.0847. (3) The peptide sequence is RNYIEPYL. The MHC is H-2-Kb with pseudo-sequence H-2-Kb. The binding affinity (normalized) is 0.449. (4) The peptide sequence is IYDYLRLLY. The MHC is HLA-B08:01 with pseudo-sequence HLA-B08:01. The binding affinity (normalized) is 0.0847. (5) The peptide sequence is TTILGLLPM. The MHC is HLA-A26:01 with pseudo-sequence HLA-A26:01. The binding affinity (normalized) is 0.695. (6) The peptide sequence is VSDGGPNLY. The MHC is HLA-B08:01 with pseudo-sequence HLA-B08:01. The binding affinity (normalized) is 0.0847.